From a dataset of Catalyst prediction with 721,799 reactions and 888 catalyst types from USPTO. Predict which catalyst facilitates the given reaction. (1) Reactant: [Cl:1][C:2]1[CH:16]=[CH:15][C:5]([O:6][CH2:7][C:8]([O:10][C:11]([CH3:14])([CH3:13])[CH3:12])=[O:9])=[C:4]([C:17]2[C:18]([CH3:27])=[N:19][C:20](S(C)(=O)=O)=[N:21][CH:22]=2)[CH:3]=1.[NH:28]1[CH2:33][CH2:32][O:31][CH2:30][CH2:29]1. Product: [Cl:1][C:2]1[CH:16]=[CH:15][C:5]([O:6][CH2:7][C:8]([O:10][C:11]([CH3:14])([CH3:13])[CH3:12])=[O:9])=[C:4]([C:17]2[C:18]([CH3:27])=[N:19][C:20]([N:28]3[CH2:33][CH2:32][O:31][CH2:30][CH2:29]3)=[N:21][CH:22]=2)[CH:3]=1. The catalyst class is: 12. (2) Reactant: [Cl:1][C:2]1[CH:7]=[CH:6][CH:5]=[CH:4][C:3]=1[C:8]1[N:9]=[N:10][C:11]([CH3:14])=[CH:12][CH:13]=1.[Cl:15]N1C(=O)N(Cl)C(=O)N(Cl)C1=O. Product: [Cl:15][CH2:14][C:11]1[N:10]=[N:9][C:8]([C:3]2[CH:4]=[CH:5][CH:6]=[CH:7][C:2]=2[Cl:1])=[CH:13][CH:12]=1. The catalyst class is: 26. (3) Reactant: [F:1][C:2]1[CH:7]=[CH:6][C:5]([N:8]2[C:12](=[O:13])[C:11]([CH3:15])([CH3:14])[N:10]([CH2:16][C:17]3[CH:34]=[CH:33][CH:32]=[CH:31][C:18]=3[C:19]([C:21]3[CH:30]=[CH:29][C:24]([C:25]([O:27]C)=[O:26])=[CH:23][CH:22]=3)=[O:20])[C:9]2=[O:35])=[CH:4][C:3]=1[C:36]([F:39])([F:38])[F:37].C[Si](C)(C)[O-].[K+]. Product: [F:1][C:2]1[CH:7]=[CH:6][C:5]([N:8]2[C:12](=[O:13])[C:11]([CH3:14])([CH3:15])[N:10]([CH2:16][C:17]3[CH:34]=[CH:33][CH:32]=[CH:31][C:18]=3[C:19]([C:21]3[CH:30]=[CH:29][C:24]([C:25]([OH:27])=[O:26])=[CH:23][CH:22]=3)=[O:20])[C:9]2=[O:35])=[CH:4][C:3]=1[C:36]([F:38])([F:37])[F:39]. The catalyst class is: 7. (4) Product: [CH3:32][S:33]([O:1][CH2:2][CH2:3][N:4]1[C:8]2[CH:9]=[CH:10][CH:11]=[CH:12][C:7]=2[N:6]=[C:5]1[CH2:13][N:14]1[C:18]2[CH:19]=[CH:20][CH:21]=[CH:22][C:17]=2[N:16]=[N:15]1)(=[O:35])=[O:34]. Reactant: [OH:1][CH2:2][CH2:3][N:4]1[C:8]2[CH:9]=[CH:10][CH:11]=[CH:12][C:7]=2[N:6]=[C:5]1[CH2:13][N:14]1[C:18]2[CH:19]=[CH:20][CH:21]=[CH:22][C:17]=2[N:16]=[N:15]1.C(N(C(C)C)CC)(C)C.[CH3:32][S:33](Cl)(=[O:35])=[O:34]. The catalyst class is: 2. (5) Reactant: Br[CH2:2][C:3]1[CH:4]=[CH:5][N:6]2[C:11]=1[C:10](Cl)=[N:9][CH:8]=[N:7]2.[C:13]([O:17][C:18]([N:20]1[CH2:25][CH2:24][CH:23]([OH:26])[CH2:22][CH2:21]1)=[O:19])([CH3:16])([CH3:15])[CH3:14].C([O-])(O)=O.[Na+].[F:32][C:33]1[CH:34]=[C:35]([CH:47]=[CH:48][CH:49]=1)[CH2:36][N:37]1[C:45]2[C:40](=[CH:41][C:42]([NH2:46])=[CH:43][CH:44]=2)[CH:39]=[N:38]1. Product: [C:13]([O:17][C:18]([N:20]1[CH2:25][CH2:24][CH:23]([O:26][CH2:2][C:3]2[CH:4]=[CH:5][N:6]3[C:11]=2[C:10]([NH:46][C:42]2[CH:41]=[C:40]4[C:45](=[CH:44][CH:43]=2)[N:37]([CH2:36][C:35]2[CH:47]=[CH:48][CH:49]=[C:33]([F:32])[CH:34]=2)[N:38]=[CH:39]4)=[N:9][CH:8]=[N:7]3)[CH2:22][CH2:21]1)=[O:19])([CH3:16])([CH3:14])[CH3:15]. The catalyst class is: 496. (6) Reactant: [NH2:1][C:2]1[C:7]([F:8])=[C:6]([C:9]2[CH:14]=[CH:13][C:12]([CH:15]=O)=[CH:11][CH:10]=2)[N:5]=[C:4]([C:17]([O:19][CH3:20])=[O:18])[C:3]=1[CH:21]=[CH2:22].[C:23](=O)([O-])[O-].[K+].[K+].CO.COP(C(=[N+]=[N-])C(=O)C)(=O)OC. Product: [NH2:1][C:2]1[C:7]([F:8])=[C:6]([C:9]2[CH:14]=[CH:13][C:12]([C:15]#[CH:23])=[CH:11][CH:10]=2)[N:5]=[C:4]([C:17]([O:19][CH3:20])=[O:18])[C:3]=1[CH:21]=[CH2:22]. The catalyst class is: 28. (7) Reactant: Cl[C:2]1[C:3]2[N:4]([C:8]([CH:12]3[CH2:15][CH:14]([OH:16])[CH2:13]3)=[N:9][C:10]=2[I:11])[CH:5]=[CH:6][N:7]=1.[NH3:17]. Product: [NH2:17][C:2]1[C:3]2[N:4]([C:8]([C@@H:12]3[CH2:15][C@H:14]([OH:16])[CH2:13]3)=[N:9][C:10]=2[I:11])[CH:5]=[CH:6][N:7]=1. The catalyst class is: 32.